Task: Predict which catalyst facilitates the given reaction.. Dataset: Catalyst prediction with 721,799 reactions and 888 catalyst types from USPTO (1) Reactant: C([O:8][P:9]([O:36][CH2:37][CH2:38][NH:39][C:40](=[O:66])[CH2:41][CH2:42][O:43][CH2:44][CH2:45][O:46][CH2:47][CH2:48][O:49][CH2:50][CH2:51][O:52][CH2:53][CH2:54][NH:55]C(OCC1C=CC=CC=1)=O)([O:11][CH2:12][CH:13]([O:31][C:32]([CH3:35])([CH3:34])[CH3:33])[CH2:14][O:15][C:16](=[O:30])[CH2:17][CH2:18][CH2:19][CH2:20][CH2:21][NH:22][C:23]([O:25][C:26]([CH3:29])([CH3:28])[CH3:27])=[O:24])=[O:10])C1C=CC=CC=1.CC(O)(C)C. Product: [NH2:55][CH2:54][CH2:53][O:52][CH2:51][CH2:50][O:49][CH2:48][CH2:47][O:46][CH2:45][CH2:44][O:43][CH2:42][CH2:41][C:40]([NH:39][CH2:38][CH2:37][O:36][P:9]([OH:10])([O:11][CH2:12][CH:13]([O:31][C:32]([CH3:35])([CH3:34])[CH3:33])[CH2:14][O:15][C:16](=[O:30])[CH2:17][CH2:18][CH2:19][CH2:20][CH2:21][NH:22][C:23]([O:25][C:26]([CH3:27])([CH3:29])[CH3:28])=[O:24])=[O:8])=[O:66]. The catalyst class is: 386. (2) Reactant: C([O:3][C:4]([C:6]1([S:14]([C:17]2[CH:22]=[CH:21][C:20]([O:23][C:24]3[CH:29]=[CH:28][C:27]([Cl:30])=[CH:26][CH:25]=3)=[CH:19][CH:18]=2)(=[O:16])=[O:15])[CH2:11][CH2:10][N:9]([CH2:12][CH3:13])[CH2:8][CH2:7]1)=[O:5])C. Product: [Cl:30][C:27]1[CH:26]=[CH:25][C:24]([O:23][C:20]2[CH:19]=[CH:18][C:17]([S:14]([C:6]3([C:4]([OH:5])=[O:3])[CH2:11][CH2:10][N:9]([CH2:12][CH3:13])[CH2:8][CH2:7]3)(=[O:15])=[O:16])=[CH:22][CH:21]=2)=[CH:29][CH:28]=1. The catalyst class is: 702. (3) Product: [NH:6]1[C:7]2[C:3](=[C:2]([NH:1][C:32]([CH:29]3[CH2:28][CH2:27][N:26]([C:22]4[CH:23]=[CH:24][CH:25]=[C:20]([C:19]([F:36])([F:18])[F:35])[CH:21]=4)[CH2:31][CH2:30]3)=[O:33])[CH:10]=[CH:9][CH:8]=2)[CH:4]=[CH:5]1. The catalyst class is: 2. Reactant: [NH2:1][C:2]1[CH:10]=[CH:9][CH:8]=[C:7]2[C:3]=1[CH:4]=[CH:5][NH:6]2.C(N(CC)CC)C.[F:18][C:19]([F:36])([F:35])[C:20]1[CH:21]=[C:22]([N:26]2[CH2:31][CH2:30][CH:29]([C:32](Cl)=[O:33])[CH2:28][CH2:27]2)[CH:23]=[CH:24][CH:25]=1. (4) The catalyst class is: 295. Product: [CH3:19][O:18][C:16]([NH:1][C:2]([C:7]1[CH:12]=[CH:11][CH:10]=[CH:9][CH:8]=1)([CH3:6])[C:3]([OH:5])=[O:4])=[O:17]. Reactant: [NH2:1][C:2]([C:7]1[CH:12]=[CH:11][CH:10]=[CH:9][CH:8]=1)([CH3:6])[C:3]([OH:5])=[O:4].[OH-].[Na+].Cl[C:16]([O:18][CH3:19])=[O:17]. (5) Reactant: [CH3:1][C:2]1[N:3]=[C:4]2[C:9]([O:10][CH2:11][C:12]3[C:17]([F:18])=[CH:16][CH:15]=[C:14]([F:19])[C:13]=3[F:20])=[CH:8][C:7]([CH3:21])=[CH:6][N:5]2[C:22]=1C(O)=O.Cl. Product: [CH3:1][C:2]1[N:3]=[C:4]2[C:9]([O:10][CH2:11][C:12]3[C:17]([F:18])=[CH:16][CH:15]=[C:14]([F:19])[C:13]=3[F:20])=[CH:8][C:7]([CH3:21])=[CH:6][N:5]2[CH:22]=1. The catalyst class is: 12.